Task: Predict which catalyst facilitates the given reaction.. Dataset: Catalyst prediction with 721,799 reactions and 888 catalyst types from USPTO Reactant: [CH3:1][C:2]1[N:3]=[C:4]([C:8]2[NH:9][C:10]3[C:15]([CH:16]=2)=[CH:14][CH:13]=[CH:12][C:11]=3[NH2:17])[S:5][C:6]=1[CH3:7].[S:18]1[CH:22]=[CH:21][CH:20]=[C:19]1[S:23](Cl)(=[O:25])=[O:24]. Product: [CH3:1][C:2]1[N:3]=[C:4]([C:8]2[NH:9][C:10]3[C:15]([CH:16]=2)=[CH:14][CH:13]=[CH:12][C:11]=3[NH:17][S:23]([C:19]2[S:18][CH:22]=[CH:21][CH:20]=2)(=[O:25])=[O:24])[S:5][C:6]=1[CH3:7]. The catalyst class is: 17.